From a dataset of Forward reaction prediction with 1.9M reactions from USPTO patents (1976-2016). Predict the product of the given reaction. (1) Given the reactants [CH3:1][O:2][C:3]1[CH:10]=[CH:9][C:6]([CH:7]=O)=[C:5]([C:11]2[S:12][CH:13]=[CH:14][CH:15]=2)[CH:4]=1.[C:16]([C:19]1[CH:27]=[CH:26][C:22]([C:23]([OH:25])=[O:24])=[CH:21][CH:20]=1)(=[O:18])[CH3:17], predict the reaction product. The product is: [CH3:1][O:2][C:3]1[CH:10]=[CH:9][C:6](/[CH:7]=[CH:17]/[C:16]([C:19]2[CH:27]=[CH:26][C:22]([C:23]([OH:25])=[O:24])=[CH:21][CH:20]=2)=[O:18])=[C:5]([C:11]2[S:12][CH:13]=[CH:14][CH:15]=2)[CH:4]=1. (2) Given the reactants [Br:1][C:2]1[C:3]([O:12][CH2:13][CH:14]2[CH2:16][CH2:15]2)=[CH:4][C:5](=[O:11])[N:6]([CH2:8][S:9][CH3:10])[CH:7]=1.C1C=C(Cl)C=C(C(OO)=[O:25])C=1.[OH2:28], predict the reaction product. The product is: [Br:1][C:2]1[C:3]([O:12][CH2:13][CH:14]2[CH2:16][CH2:15]2)=[CH:4][C:5](=[O:11])[N:6]([CH2:8][S:9]([CH3:10])(=[O:25])=[O:28])[CH:7]=1. (3) Given the reactants [OH:1][C:2]1[CH:3]=[C:4]([CH:8]=[CH:9][C:10]=1[CH3:11])[C:5]([OH:7])=[O:6].S(=O)(=O)(O)O.C(=O)(O)[O-].[Na+].[CH2:22](O)[CH3:23], predict the reaction product. The product is: [CH2:22]([O:6][C:5](=[O:7])[C:4]1[CH:8]=[CH:9][C:10]([CH3:11])=[C:2]([OH:1])[CH:3]=1)[CH3:23]. (4) The product is: [Cl:27][C:23]1[CH:24]=[CH:25][CH:26]=[C:18]2[C:19]=1[C:20](=[O:22])[N:41]([C:42]1[CH:43]=[N:44][CH:45]=[CH:46][CH:47]=1)[C:37]([C@@H:36]([NH:35][C:33](=[O:34])[O:32][C:28]([CH3:31])([CH3:30])[CH3:29])[CH3:40])=[N:17]2. Given the reactants P([O-])(OC1C=CC=CC=1)OC1C=CC=CC=1.[NH2:17][C:18]1[CH:26]=[CH:25][CH:24]=[C:23]([Cl:27])[C:19]=1[C:20]([OH:22])=O.[C:28]([O:32][C:33]([NH:35][C@@H:36]([CH3:40])[C:37](O)=O)=[O:34])([CH3:31])([CH3:30])[CH3:29].[NH2:41][C:42]1[CH:43]=[N:44][CH:45]=[CH:46][CH:47]=1, predict the reaction product. (5) Given the reactants [NH:1]1[C:9]2[C:4](=[CH:5][C:6]([O:10][C:11]3[CH:19]=[CH:18][CH:17]=[CH:16][C:12]=3[C:13]([OH:15])=O)=[CH:7][CH:8]=2)[CH:3]=[N:2]1.[CH2:20]([NH2:24])[CH:21]([CH3:23])[CH3:22].Cl.CNC.OC1C2N=NNC=2C=CC=1.C(N(CC)CC)C.C(=O)([O-])O.[Na+], predict the reaction product. The product is: [NH:1]1[C:9]2[C:4](=[CH:5][C:6]([O:10][C:11]3[CH:19]=[CH:18][CH:17]=[CH:16][C:12]=3[C:13]([NH:24][CH2:20][CH:21]([CH3:23])[CH3:22])=[O:15])=[CH:7][CH:8]=2)[CH:3]=[N:2]1. (6) Given the reactants [F:1][C:2]1[CH:3]=[CH:4][C:5]([C:11]([F:14])([F:13])[F:12])=[C:6]([CH:10]=1)[C:7](Cl)=[O:8].[CH3:15][N:16]1[C:21](=[O:22])[N:20]([CH3:23])[C:19](=[O:24])[C:18]([N:25]2[CH2:30][CH2:29][NH:28][CH2:27][CH2:26]2)=[N:17]1, predict the reaction product. The product is: [F:1][C:2]1[CH:3]=[CH:4][C:5]([C:11]([F:14])([F:13])[F:12])=[C:6]([CH:10]=1)[C:7]([N:28]1[CH2:27][CH2:26][N:25]([C:18]2[C:19](=[O:24])[N:20]([CH3:23])[C:21](=[O:22])[N:16]([CH3:15])[N:17]=2)[CH2:30][CH2:29]1)=[O:8].[F:12][C:11]([F:14])([F:13])[C:5]1[CH:4]=[CH:3][C:2]([C:11]([F:14])([F:13])[F:12])=[CH:10][C:6]=1[C:7]([N:28]1[CH2:27][CH2:26][N:25]([C:18]2[C:19](=[O:24])[N:20]([CH3:23])[C:21](=[O:22])[N:16]([CH3:15])[N:17]=2)[CH2:30][CH2:29]1)=[O:8].